From a dataset of Full USPTO retrosynthesis dataset with 1.9M reactions from patents (1976-2016). Predict the reactants needed to synthesize the given product. Given the product [Cl:20][C:21]1[N:22]=[C:23]2[N:27]([C:28]=1[S:29]([NH:1][C:2]1[CH:3]=[C:4]3[C:8](=[CH:9][CH:10]=1)[NH:7][CH:6]=[C:5]3[C:11](=[O:19])[C:12]([N:14]([CH2:17][CH3:18])[CH2:15][CH3:16])=[O:13])(=[O:31])=[O:30])[CH:26]=[CH:25][S:24]2, predict the reactants needed to synthesize it. The reactants are: [NH2:1][C:2]1[CH:3]=[C:4]2[C:8](=[CH:9][CH:10]=1)[NH:7][CH:6]=[C:5]2[C:11](=[O:19])[C:12]([N:14]([CH2:17][CH3:18])[CH2:15][CH3:16])=[O:13].[Cl:20][C:21]1[N:22]=[C:23]2[N:27]([C:28]=1[S:29](Cl)(=[O:31])=[O:30])[CH:26]=[CH:25][S:24]2.